From a dataset of NCI-60 drug combinations with 297,098 pairs across 59 cell lines. Regression. Given two drug SMILES strings and cell line genomic features, predict the synergy score measuring deviation from expected non-interaction effect. (1) Drug 1: CC(C1=C(C=CC(=C1Cl)F)Cl)OC2=C(N=CC(=C2)C3=CN(N=C3)C4CCNCC4)N. Drug 2: CC1=C(N=C(N=C1N)C(CC(=O)N)NCC(C(=O)N)N)C(=O)NC(C(C2=CN=CN2)OC3C(C(C(C(O3)CO)O)O)OC4C(C(C(C(O4)CO)O)OC(=O)N)O)C(=O)NC(C)C(C(C)C(=O)NC(C(C)O)C(=O)NCCC5=NC(=CS5)C6=NC(=CS6)C(=O)NCCC[S+](C)C)O. Cell line: SK-MEL-2. Synergy scores: CSS=2.78, Synergy_ZIP=-2.61, Synergy_Bliss=-3.11, Synergy_Loewe=-9.60, Synergy_HSA=-5.27. (2) Drug 1: CS(=O)(=O)C1=CC(=C(C=C1)C(=O)NC2=CC(=C(C=C2)Cl)C3=CC=CC=N3)Cl. Drug 2: CC1=C(N=C(N=C1N)C(CC(=O)N)NCC(C(=O)N)N)C(=O)NC(C(C2=CN=CN2)OC3C(C(C(C(O3)CO)O)O)OC4C(C(C(C(O4)CO)O)OC(=O)N)O)C(=O)NC(C)C(C(C)C(=O)NC(C(C)O)C(=O)NCCC5=NC(=CS5)C6=NC(=CS6)C(=O)NCCC[S+](C)C)O. Cell line: OVCAR3. Synergy scores: CSS=2.47, Synergy_ZIP=-3.96, Synergy_Bliss=-7.36, Synergy_Loewe=-13.6, Synergy_HSA=-7.58. (3) Drug 1: CC12CCC3C(C1CCC2=O)CC(=C)C4=CC(=O)C=CC34C. Drug 2: CC1=C(C(CCC1)(C)C)C=CC(=CC=CC(=CC(=O)O)C)C. Cell line: SW-620. Synergy scores: CSS=6.35, Synergy_ZIP=1.28, Synergy_Bliss=0.164, Synergy_Loewe=-2.79, Synergy_HSA=-2.63. (4) Drug 1: CC1=CC2C(CCC3(C2CCC3(C(=O)C)OC(=O)C)C)C4(C1=CC(=O)CC4)C. Drug 2: COC1=C2C(=CC3=C1OC=C3)C=CC(=O)O2. Cell line: OVCAR3. Synergy scores: CSS=-4.99, Synergy_ZIP=8.52, Synergy_Bliss=6.80, Synergy_Loewe=-3.91, Synergy_HSA=-4.64. (5) Drug 1: CCC1(CC2CC(C3=C(CCN(C2)C1)C4=CC=CC=C4N3)(C5=C(C=C6C(=C5)C78CCN9C7C(C=CC9)(C(C(C8N6C)(C(=O)OC)O)OC(=O)C)CC)OC)C(=O)OC)O.OS(=O)(=O)O. Drug 2: CC(C)NC(=O)C1=CC=C(C=C1)CNNC.Cl. Cell line: HOP-92. Synergy scores: CSS=5.60, Synergy_ZIP=-0.483, Synergy_Bliss=4.55, Synergy_Loewe=3.89, Synergy_HSA=4.47. (6) Drug 1: CC(C1=C(C=CC(=C1Cl)F)Cl)OC2=C(N=CC(=C2)C3=CN(N=C3)C4CCNCC4)N. Drug 2: COCCOC1=C(C=C2C(=C1)C(=NC=N2)NC3=CC=CC(=C3)C#C)OCCOC.Cl. Cell line: NCIH23. Synergy scores: CSS=20.8, Synergy_ZIP=5.34, Synergy_Bliss=8.00, Synergy_Loewe=7.85, Synergy_HSA=8.29. (7) Drug 1: C1=CN(C=N1)CC(O)(P(=O)(O)O)P(=O)(O)O. Drug 2: CC(C)(C#N)C1=CC(=CC(=C1)CN2C=NC=N2)C(C)(C)C#N. Cell line: MOLT-4. Synergy scores: CSS=-2.60, Synergy_ZIP=0.552, Synergy_Bliss=-1.20, Synergy_Loewe=-2.61, Synergy_HSA=-2.54. (8) Drug 1: CC1C(C(=O)NC(C(=O)N2CCCC2C(=O)N(CC(=O)N(C(C(=O)O1)C(C)C)C)C)C(C)C)NC(=O)C3=C4C(=C(C=C3)C)OC5=C(C(=O)C(=C(C5=N4)C(=O)NC6C(OC(=O)C(N(C(=O)CN(C(=O)C7CCCN7C(=O)C(NC6=O)C(C)C)C)C)C(C)C)C)N)C. Drug 2: CC(C)(C#N)C1=CC(=CC(=C1)CN2C=NC=N2)C(C)(C)C#N. Cell line: M14. Synergy scores: CSS=0.704, Synergy_ZIP=-2.76, Synergy_Bliss=2.90, Synergy_Loewe=1.08, Synergy_HSA=2.80. (9) Drug 1: CN(CC1=CN=C2C(=N1)C(=NC(=N2)N)N)C3=CC=C(C=C3)C(=O)NC(CCC(=O)O)C(=O)O. Drug 2: C1CNP(=O)(OC1)N(CCCl)CCCl. Cell line: HCC-2998. Synergy scores: CSS=31.1, Synergy_ZIP=-0.891, Synergy_Bliss=-1.63, Synergy_Loewe=-35.7, Synergy_HSA=-1.10. (10) Drug 2: CC1=C(C=C(C=C1)C(=O)NC2=CC(=CC(=C2)C(F)(F)F)N3C=C(N=C3)C)NC4=NC=CC(=N4)C5=CN=CC=C5. Cell line: ACHN. Drug 1: CN1C2=C(C=C(C=C2)N(CCCl)CCCl)N=C1CCCC(=O)O.Cl. Synergy scores: CSS=-0.0430, Synergy_ZIP=0.112, Synergy_Bliss=-1.12, Synergy_Loewe=-2.17, Synergy_HSA=-2.74.